This data is from Forward reaction prediction with 1.9M reactions from USPTO patents (1976-2016). The task is: Predict the product of the given reaction. (1) Given the reactants [CH3:1][C:2]1[C:7]([CH:8]([CH2:13][CH2:14][CH3:15])[C:9]([O:11]C)=[O:10])=[C:6]([C:16]2[CH:21]=[CH:20][C:19]([CH3:22])=[CH:18][CH:17]=2)[N:5]2[N:23]=[CH:24][CH:25]=[C:4]2[N:3]=1.[OH-].[Na+], predict the reaction product. The product is: [CH3:1][C:2]1[C:7]([CH:8]([CH2:13][CH2:14][CH3:15])[C:9]([OH:11])=[O:10])=[C:6]([C:16]2[CH:17]=[CH:18][C:19]([CH3:22])=[CH:20][CH:21]=2)[N:5]2[N:23]=[CH:24][CH:25]=[C:4]2[N:3]=1. (2) Given the reactants [CH3:1][O:2][C:3](=[O:23])[C:4]1[CH:9]=[CH:8][C:7]([CH2:10][NH:11][CH:12]=O)=[N:6][C:5]=1[NH:14][C:15]1[CH:20]=[CH:19][C:18]([Br:21])=[CH:17][C:16]=1[F:22].O(Cl)Cl.[P+5], predict the reaction product. The product is: [CH3:1][O:2][C:3]([C:4]1[CH:9]=[CH:8][C:7]2[N:6]([CH:12]=[N:11][CH:10]=2)[C:5]=1[NH:14][C:15]1[CH:20]=[CH:19][C:18]([Br:21])=[CH:17][C:16]=1[F:22])=[O:23]. (3) Given the reactants C[Si]([N-][Si](C)(C)C)(C)C.[Li+].[CH2:11]([CH:18]1[C:26]2[C:21](=[CH:22][CH:23]=[C:24]([O:27][CH3:28])[CH:25]=2)[C:20](=[O:29])[N:19]1[C:30]([O:32][C:33]([CH3:36])([CH3:35])[CH3:34])=[O:31])[C:12]1[CH:17]=[CH:16][CH:15]=[CH:14][CH:13]=1.I[CH3:38], predict the reaction product. The product is: [CH2:11]([C:18]1([CH3:38])[C:26]2[C:21](=[CH:22][CH:23]=[C:24]([O:27][CH3:28])[CH:25]=2)[C:20](=[O:29])[N:19]1[C:30]([O:32][C:33]([CH3:36])([CH3:35])[CH3:34])=[O:31])[C:12]1[CH:13]=[CH:14][CH:15]=[CH:16][CH:17]=1. (4) Given the reactants Cl.C1(C(=[N:15][CH2:16][C:17]2([C:32]([NH:34][C:35]3[CH:40]=[CH:39][C:38]([CH3:41])=[CH:37][N:36]=3)=[O:33])[CH2:22][CH2:21][N:20]([C:23]3[C:24]4[CH:31]=[CH:30][NH:29][C:25]=4[N:26]=[CH:27][N:28]=3)[CH2:19][CH2:18]2)C2C=CC=CC=2)C=CC=CC=1, predict the reaction product. The product is: [NH2:15][CH2:16][C:17]1([C:32]([NH:34][C:35]2[CH:40]=[CH:39][C:38]([CH3:41])=[CH:37][N:36]=2)=[O:33])[CH2:22][CH2:21][N:20]([C:23]2[C:24]3[CH:31]=[CH:30][NH:29][C:25]=3[N:26]=[CH:27][N:28]=2)[CH2:19][CH2:18]1. (5) The product is: [CH3:13][C:10]1[CH:11]=[CH:12][C:7]([N:6]2[C:4](=[O:5])[C:3]3[C:2](=[CH:21][CH:20]=[CH:19][CH:18]=3)[NH:1][CH:29]2[C:26]2[CH:25]=[CH:24][C:23](=[O:22])[NH:28][CH:27]=2)=[CH:8][C:9]=1[C:14]([F:15])([F:16])[F:17]. Given the reactants [NH2:1][C:2]1[CH:21]=[CH:20][CH:19]=[CH:18][C:3]=1[C:4]([NH:6][C:7]1[CH:12]=[CH:11][C:10]([CH3:13])=[C:9]([C:14]([F:17])([F:16])[F:15])[CH:8]=1)=[O:5].[O:22]=[C:23]1[NH:28][CH:27]=[C:26]([CH:29]=O)[CH:25]=[CH:24]1.C12(CS(O)(=O)=O)C(C)(C)C(CC1)CC2=O, predict the reaction product. (6) Given the reactants [NH:1]1[C:5]2[CH:6]=[CH:7][CH:8]=[CH:9][C:4]=2[N:3]=[C:2]1[C:10]([OH:12])=O.S(Cl)(Cl)=O.[OH:17][CH2:18][CH2:19][NH2:20], predict the reaction product. The product is: [OH:17][CH2:18][CH2:19][NH:20][C:10]([C:2]1[NH:1][C:5]2[CH:6]=[CH:7][CH:8]=[CH:9][C:4]=2[N:3]=1)=[O:12]. (7) Given the reactants [F:1][C:2]1[CH:3]=[CH:4][C:5]2[S:13][C:12]3[CH2:11][CH2:10][NH:9][C:8](=[O:14])[C:7]=3[C:6]=2[CH:15]=1.Br[C:17]1[CH:18]=[N:19][CH:20]=[CH:21][C:22]=1[C:23]([F:26])([F:25])[F:24].P([O-])([O-])([O-])=O.[K+].[K+].[K+], predict the reaction product. The product is: [F:1][C:2]1[CH:3]=[CH:4][C:5]2[S:13][C:12]3[CH2:11][CH2:10][N:9]([C:17]4[CH:18]=[N:19][CH:20]=[CH:21][C:22]=4[C:23]([F:26])([F:25])[F:24])[C:8](=[O:14])[C:7]=3[C:6]=2[CH:15]=1.